From a dataset of Forward reaction prediction with 1.9M reactions from USPTO patents (1976-2016). Predict the product of the given reaction. (1) Given the reactants Br[CH2:2][C:3]1[N:7]([CH2:8][CH3:9])[N:6]([CH:10]2[CH2:15][CH2:14][CH2:13][CH2:12][CH2:11]2)[C:5](=[O:16])[C:4]=1[Cl:17].[Cl:18][C:19]1[CH:20]=[CH:21][C:22]([O:31][CH3:32])=[C:23]([N:25]2[CH2:30][CH2:29][NH:28][CH2:27][CH2:26]2)[CH:24]=1.C(=O)([O-])[O-].[K+].[K+], predict the reaction product. The product is: [Cl:17][C:4]1[C:5](=[O:16])[N:6]([CH:10]2[CH2:15][CH2:14][CH2:13][CH2:12][CH2:11]2)[N:7]([CH2:8][CH3:9])[C:3]=1[CH2:2][N:28]1[CH2:27][CH2:26][N:25]([C:23]2[CH:24]=[C:19]([Cl:18])[CH:20]=[CH:21][C:22]=2[O:31][CH3:32])[CH2:30][CH2:29]1. (2) The product is: [ClH:29].[ClH:29].[NH2:8][CH:9]1[CH2:14][CH2:13][N:12]([C:15]2[C:25]([C:26]#[N:27])=[CH:24][C:18]([C:19]([O:21][CH2:22][CH3:23])=[O:20])=[C:17]([CH3:28])[N:16]=2)[CH2:11][CH2:10]1. Given the reactants C(OC([NH:8][CH:9]1[CH2:14][CH2:13][N:12]([C:15]2[C:25]([C:26]#[N:27])=[CH:24][C:18]([C:19]([O:21][CH2:22][CH3:23])=[O:20])=[C:17]([CH3:28])[N:16]=2)[CH2:11][CH2:10]1)=O)(C)(C)C.[ClH:29], predict the reaction product. (3) Given the reactants [NH:1]([C:3]1[C:4]([O:11][CH3:12])=[N:5][C:6]([O:9][CH3:10])=[N:7][CH:8]=1)[NH2:2].[F:13][C:14]([F:26])([F:25])[C:15](=O)[CH2:16][C:17](=O)[C:18]([O:20][CH2:21][CH3:22])=[O:19], predict the reaction product. The product is: [CH3:10][O:9][C:6]1[N:5]=[C:4]([O:11][CH3:12])[C:3]([N:1]2[C:15]([C:14]([F:13])([F:25])[F:26])=[CH:16][C:17]([C:18]([O:20][CH2:21][CH3:22])=[O:19])=[N:2]2)=[CH:8][N:7]=1.